Dataset: NCI-60 drug combinations with 297,098 pairs across 59 cell lines. Task: Regression. Given two drug SMILES strings and cell line genomic features, predict the synergy score measuring deviation from expected non-interaction effect. (1) Drug 1: CC1=CC2C(CCC3(C2CCC3(C(=O)C)OC(=O)C)C)C4(C1=CC(=O)CC4)C. Drug 2: CC1C(C(CC(O1)OC2CC(CC3=C2C(=C4C(=C3O)C(=O)C5=C(C4=O)C(=CC=C5)OC)O)(C(=O)CO)O)N)O.Cl. Cell line: CAKI-1. Synergy scores: CSS=42.7, Synergy_ZIP=-0.287, Synergy_Bliss=0.171, Synergy_Loewe=0.265, Synergy_HSA=2.98. (2) Synergy scores: CSS=48.6, Synergy_ZIP=-9.35, Synergy_Bliss=-10.0, Synergy_Loewe=-6.95, Synergy_HSA=-2.64. Drug 1: C1=C(C(=O)NC(=O)N1)F. Cell line: NCIH23. Drug 2: C1CC(CNC1)C2=CC=C(C=C2)N3C=C4C=CC=C(C4=N3)C(=O)N. (3) Drug 1: C1CCC(C1)C(CC#N)N2C=C(C=N2)C3=C4C=CNC4=NC=N3. Drug 2: COC1=CC(=CC(=C1O)OC)C2C3C(COC3=O)C(C4=CC5=C(C=C24)OCO5)OC6C(C(C7C(O6)COC(O7)C8=CC=CS8)O)O. Cell line: PC-3. Synergy scores: CSS=13.5, Synergy_ZIP=-3.05, Synergy_Bliss=-1.36, Synergy_Loewe=-34.4, Synergy_HSA=-2.84. (4) Cell line: EKVX. Drug 1: CC1=C2C(C(=O)C3(C(CC4C(C3C(C(C2(C)C)(CC1OC(=O)C(C(C5=CC=CC=C5)NC(=O)OC(C)(C)C)O)O)OC(=O)C6=CC=CC=C6)(CO4)OC(=O)C)O)C)O. Synergy scores: CSS=3.59, Synergy_ZIP=-4.79, Synergy_Bliss=-6.51, Synergy_Loewe=-3.67, Synergy_HSA=-4.37. Drug 2: CCC1(C2=C(COC1=O)C(=O)N3CC4=CC5=C(C=CC(=C5CN(C)C)O)N=C4C3=C2)O.Cl. (5) Drug 1: C1CN(P(=O)(OC1)NCCCl)CCCl. Drug 2: COCCOC1=C(C=C2C(=C1)C(=NC=N2)NC3=CC=CC(=C3)C#C)OCCOC.Cl. Cell line: UACC-257. Synergy scores: CSS=-0.670, Synergy_ZIP=-0.905, Synergy_Bliss=-2.43, Synergy_Loewe=-5.62, Synergy_HSA=-1.90. (6) Drug 2: COC1=C2C(=CC3=C1OC=C3)C=CC(=O)O2. Synergy scores: CSS=3.92, Synergy_ZIP=-1.18, Synergy_Bliss=-1.82, Synergy_Loewe=-3.22, Synergy_HSA=-2.31. Drug 1: CC12CCC(CC1=CCC3C2CCC4(C3CC=C4C5=CN=CC=C5)C)O. Cell line: NCI-H522. (7) Drug 1: C1=NNC2=C1C(=O)NC=N2. Drug 2: C1CN(P(=O)(OC1)NCCCl)CCCl. Cell line: SK-OV-3. Synergy scores: CSS=-2.00, Synergy_ZIP=2.92, Synergy_Bliss=6.90, Synergy_Loewe=0.176, Synergy_HSA=0.00316.